Regression. Given two drug SMILES strings and cell line genomic features, predict the synergy score measuring deviation from expected non-interaction effect. From a dataset of NCI-60 drug combinations with 297,098 pairs across 59 cell lines. (1) Drug 1: C1CCC(CC1)NC(=O)N(CCCl)N=O. Drug 2: C1=NC(=NC(=O)N1C2C(C(C(O2)CO)O)O)N. Cell line: HOP-62. Synergy scores: CSS=20.2, Synergy_ZIP=2.27, Synergy_Bliss=8.14, Synergy_Loewe=3.42, Synergy_HSA=5.79. (2) Drug 1: CC1=C(N=C(N=C1N)C(CC(=O)N)NCC(C(=O)N)N)C(=O)NC(C(C2=CN=CN2)OC3C(C(C(C(O3)CO)O)O)OC4C(C(C(C(O4)CO)O)OC(=O)N)O)C(=O)NC(C)C(C(C)C(=O)NC(C(C)O)C(=O)NCCC5=NC(=CS5)C6=NC(=CS6)C(=O)NCCC[S+](C)C)O. Drug 2: C#CCC(CC1=CN=C2C(=N1)C(=NC(=N2)N)N)C3=CC=C(C=C3)C(=O)NC(CCC(=O)O)C(=O)O. Cell line: M14. Synergy scores: CSS=15.6, Synergy_ZIP=-0.824, Synergy_Bliss=-1.21, Synergy_Loewe=-0.670, Synergy_HSA=0.165. (3) Drug 1: CC1C(C(CC(O1)OC2CC(CC3=C2C(=C4C(=C3O)C(=O)C5=C(C4=O)C(=CC=C5)OC)O)(C(=O)CO)O)N)O.Cl. Drug 2: CC1C(C(CC(O1)OC2CC(CC3=C2C(=C4C(=C3O)C(=O)C5=CC=CC=C5C4=O)O)(C(=O)C)O)N)O. Cell line: HL-60(TB). Synergy scores: CSS=38.1, Synergy_ZIP=-5.77, Synergy_Bliss=-7.91, Synergy_Loewe=-11.6, Synergy_HSA=-3.78. (4) Drug 1: CC1=CC=C(C=C1)C2=CC(=NN2C3=CC=C(C=C3)S(=O)(=O)N)C(F)(F)F. Drug 2: C1=CC=C(C(=C1)C(C2=CC=C(C=C2)Cl)C(Cl)Cl)Cl. Cell line: HOP-92. Synergy scores: CSS=-3.51, Synergy_ZIP=2.32, Synergy_Bliss=2.26, Synergy_Loewe=-3.47, Synergy_HSA=-3.15. (5) Drug 1: C1=CC(=CC=C1C#N)C(C2=CC=C(C=C2)C#N)N3C=NC=N3. Drug 2: CCN(CC)CCNC(=O)C1=C(NC(=C1C)C=C2C3=C(C=CC(=C3)F)NC2=O)C. Cell line: M14. Synergy scores: CSS=4.89, Synergy_ZIP=-1.21, Synergy_Bliss=-2.34, Synergy_Loewe=-1.27, Synergy_HSA=-2.09.